Dataset: Reaction yield outcomes from USPTO patents with 853,638 reactions. Task: Predict the reaction yield, written as a fraction of the theoretical maximum amount of product (1.0 means a 100% yield; for example, 0.34 means a 34% yield). (1) The reactants are [OH-].[Na+].[CH2:3]([O:10][C:11]1[CH:12]=[C:13]2[C:19]([C:20]([O:22]C)=[O:21])=[C:18]([C:24]3[CH:29]=[CH:28][C:27]([F:30])=[CH:26][CH:25]=3)[O:17][C:14]2=[CH:15][N:16]=1)[C:4]1[CH:9]=[CH:8][CH:7]=[CH:6][CH:5]=1. The catalyst is C1COCC1.CO.C(OCC)(=O)C. The product is [CH2:3]([O:10][C:11]1[CH:12]=[C:13]2[C:19]([C:20]([OH:22])=[O:21])=[C:18]([C:24]3[CH:25]=[CH:26][C:27]([F:30])=[CH:28][CH:29]=3)[O:17][C:14]2=[CH:15][N:16]=1)[C:4]1[CH:5]=[CH:6][CH:7]=[CH:8][CH:9]=1. The yield is 1.00. (2) The reactants are C[O:2][C:3](=[O:25])[C:4]1[CH:9]=[CH:8][C:7]([O:10][CH2:11][C:12]2[C:13]([C:18]3[CH:23]=[CH:22][C:21]([F:24])=[CH:20][CH:19]=3)=[N:14][O:15][C:16]=2[CH3:17])=[N:6][CH:5]=1.COC(=O)C1C=CC(OCC2C(C3C=CC=C(F)C=3)=NOC=2C)=NC=1. No catalyst specified. The product is [F:24][C:21]1[CH:20]=[CH:19][C:18]([C:13]2[C:12]([CH2:11][O:10][C:7]3[CH:8]=[CH:9][C:4]([C:3]([OH:25])=[O:2])=[CH:5][N:6]=3)=[C:16]([CH3:17])[O:15][N:14]=2)=[CH:23][CH:22]=1. The yield is 0.780. (3) The reactants are C[O:2][C:3](=[O:20])[CH:4]([C:11]1[CH:16]=[CH:15][C:14]([S:17][CH3:18])=[C:13]([Cl:19])[CH:12]=1)[CH2:5][C@H:6]1[CH2:10][CH2:9][CH2:8][O:7]1.[OH-].[Li+]. The catalyst is CO. The product is [Cl:19][C:13]1[CH:12]=[C:11]([CH:4]([CH2:5][C@H:6]2[CH2:10][CH2:9][CH2:8][O:7]2)[C:3]([OH:20])=[O:2])[CH:16]=[CH:15][C:14]=1[S:17][CH3:18]. The yield is 0.958. (4) The reactants are [NH2:1][C:2]1[CH:7]=[C:6]([NH2:8])[CH:5]=[C:4]([C:9]([F:12])([F:11])[F:10])[C:3]=1[N:13]([C:19]1[CH:24]=[CH:23][C:22]([Cl:25])=[CH:21][C:20]=1[Cl:26])[C:14](=[O:18])OCC.[H-].[Na+].C(=O)(O)[O-].[Na+]. The catalyst is C(O)C. The product is [NH2:8][C:6]1[CH:5]=[C:4]([C:9]([F:10])([F:11])[F:12])[C:3]2[N:13]([C:19]3[CH:24]=[CH:23][C:22]([Cl:25])=[CH:21][C:20]=3[Cl:26])[C:14](=[O:18])[NH:1][C:2]=2[CH:7]=1. The yield is 0.790. (5) The product is [Cl:1][C:2]1[CH:3]=[C:4]2[C:8](=[C:9]([NH:11][CH:12]3[CH2:16][CH2:15][CH2:14][CH2:13]3)[CH:10]=1)[NH:7][C:6]([C:17]1[S:18][CH2:19][C@@H:20]([CH2:22][C:23]([N:26]3[CH2:30][CH2:29][CH:28]([OH:31])[CH2:27]3)=[O:25])[N:21]=1)=[CH:5]2. The reactants are [Cl:1][C:2]1[CH:3]=[C:4]2[C:8](=[C:9]([NH:11][CH:12]3[CH2:16][CH2:15][CH2:14][CH2:13]3)[CH:10]=1)[NH:7][C:6]([C:17]1[S:18][CH2:19][C@@H:20]([CH2:22][C:23]([OH:25])=O)[N:21]=1)=[CH:5]2.[NH:26]1[CH2:30][CH2:29][CH:28]([OH:31])[CH2:27]1. The yield is 0.400. No catalyst specified. (6) The reactants are Br[C:2]1[CH:7]=[C:6]([CH3:8])[C:5]([Br:9])=[CH:4][N:3]=1.[Cu](C#N)[C:11]#[N:12].[C-]#N.[Na+]. The catalyst is CN(C)C=O. The product is [Br:9][C:5]1[C:6]([CH3:8])=[CH:7][C:2]([C:11]#[N:12])=[N:3][CH:4]=1. The yield is 0.580.